Dataset: Forward reaction prediction with 1.9M reactions from USPTO patents (1976-2016). Task: Predict the product of the given reaction. (1) Given the reactants [C:1]([O:5][C:6]([N:8]1[CH2:12][CH2:11][C@H:10]([O:13][CH2:14][C:15]2[C:20]([C:21]#[N:22])=[CH:19][CH:18]=[CH:17][C:16]=2Cl)[CH2:9]1)=[O:7])([CH3:4])([CH3:3])[CH3:2].[F:24][C:25]1[CH:30]=[CH:29][C:28]([F:31])=[CH:27][C:26]=1B(O)O.[F-].[K+].C1(P(C2C=CC=CC=2C2C=CC=CC=2)C2CCCCC2)CCCCC1, predict the reaction product. The product is: [C:1]([O:5][C:6]([N:8]1[CH2:12][CH2:11][C@H:10]([O:13][CH2:14][C:15]2[C:20]([C:21]#[N:22])=[CH:19][CH:18]=[CH:17][C:16]=2[C:29]2[CH:30]=[C:25]([F:24])[CH:26]=[CH:27][C:28]=2[F:31])[CH2:9]1)=[O:7])([CH3:4])([CH3:3])[CH3:2]. (2) Given the reactants [CH3:1][C:2]1[C:3](=[O:14])[C:4]([CH3:13])([CH2:8][CH:9]=[C:10]([CH3:12])[CH3:11])[CH2:5][CH2:6][CH:7]=1.[Li+].[CH3:16]C([N-]C(C)C)C.CI, predict the reaction product. The product is: [CH3:1][C:2]1([CH3:16])[CH:7]=[CH:6][CH2:5][C:4]([CH3:13])([CH2:8][CH:9]=[C:10]([CH3:12])[CH3:11])[C:3]1=[O:14]. (3) Given the reactants C(=O)([O-])[O-].[Cs+].[Cs+].[NH2:7][C:8]1[N:13]=[C:12]([C:14]2[N:18]([CH3:19])[C:17]([CH3:20])=[N:16][CH:15]=2)[CH:11]=[CH:10][N:9]=1.I[C:22]1[CH:27]=[CH:26][C:25]([S:28]([F:31])(=[O:30])=[O:29])=[CH:24][CH:23]=1.O, predict the reaction product. The product is: [CH3:19][N:18]1[C:14]([C:12]2[CH:11]=[CH:10][N:9]=[C:8]([NH:7][C:22]3[CH:27]=[CH:26][C:25]([S:28]([F:31])(=[O:30])=[O:29])=[CH:24][CH:23]=3)[N:13]=2)=[CH:15][N:16]=[C:17]1[CH3:20]. (4) Given the reactants [CH3:1][O:2][C@H:3]1[C@@H:7]2[O:8][C:9]([CH3:12])([CH3:11])[O:10][C@@H:6]2[C@@H:5]([C:13]2[N:14]([CH2:19][C:20]3[CH:25]=[CH:24][CH:23]=[CH:22][CH:21]=3)[C:15](=S)[NH:16][N:17]=2)[O:4]1.N([O-])=O.[Na+], predict the reaction product. The product is: [CH3:1][O:2][C@H:3]1[C@@H:7]2[O:8][C:9]([CH3:12])([CH3:11])[O:10][C@@H:6]2[C@@H:5]([C:13]2[N:14]([CH2:19][C:20]3[CH:25]=[CH:24][CH:23]=[CH:22][CH:21]=3)[CH:15]=[N:16][N:17]=2)[O:4]1.